This data is from Forward reaction prediction with 1.9M reactions from USPTO patents (1976-2016). The task is: Predict the product of the given reaction. Given the reactants [Cl:1][C:2]1[CH:3]=[C:4]([C:8]2[O:12][N:11]=[CH:10][C:9]=2[CH2:13][CH2:14][C:15](OC)=[O:16])[S:5][C:6]=1[Cl:7].[H-].C([Al+]CC(C)C)C(C)C.Cl, predict the reaction product. The product is: [Cl:1][C:2]1[CH:3]=[C:4]([C:8]2[O:12][N:11]=[CH:10][C:9]=2[CH2:13][CH2:14][CH2:15][OH:16])[S:5][C:6]=1[Cl:7].